From a dataset of Full USPTO retrosynthesis dataset with 1.9M reactions from patents (1976-2016). Predict the reactants needed to synthesize the given product. (1) Given the product [NH2:27][C:24]1[CH:23]=[CH:22][C:21]([N:20]([CH3:19])[CH:28]2[CH2:33][CH2:32][N:31]([CH2:2][C:3]3[CH:8]=[CH:7][C:6]([C:9]([OH:18])([C:14]([F:17])([F:16])[F:15])[C:10]([F:13])([F:12])[F:11])=[CH:5][CH:4]=3)[CH2:30][CH2:29]2)=[CH:26][CH:25]=1, predict the reactants needed to synthesize it. The reactants are: Br[CH2:2][C:3]1[CH:8]=[CH:7][C:6]([C:9]([OH:18])([C:14]([F:17])([F:16])[F:15])[C:10]([F:13])([F:12])[F:11])=[CH:5][CH:4]=1.[CH3:19][N:20]([CH:28]1[CH2:33][CH2:32][NH:31][CH2:30][CH2:29]1)[C:21]1[CH:26]=[CH:25][C:24]([NH2:27])=[CH:23][CH:22]=1.C(=O)([O-])[O-].[K+].[K+]. (2) Given the product [ClH:44].[ClH:44].[ClH:44].[CH3:42][O:41][C:40]1[C:34]2[S:33][C:32]([C:15]3[C:16]([CH2:18][N:19]4[CH2:24][CH2:23][NH:22][CH2:21][CH2:20]4)=[CH:17][N:13]4[C:14]=3[C:9]([NH2:8])=[N:10][CH:11]=[N:12]4)=[CH:36][C:35]=2[CH:37]=[C:38]([CH3:43])[CH:39]=1, predict the reactants needed to synthesize it. The reactants are: FC(F)(F)C(O)=O.[NH2:8][C:9]1[C:14]2=[C:15]([C:32]3[S:33][C:34]4[C:40]([O:41][CH3:42])=[CH:39][C:38]([CH3:43])=[CH:37][C:35]=4[CH:36]=3)[C:16]([CH2:18][N:19]3[CH2:24][CH2:23][N:22](C(OC(C)(C)C)=O)[CH2:21][CH2:20]3)=[CH:17][N:13]2[N:12]=[CH:11][N:10]=1.[ClH:44]. (3) Given the product [NH2:7][C:8]1[N:9]([CH3:23])[C:10](=[O:22])[CH2:11][C@:12]([C:15]2[CH:16]=[C:17]([NH:21][C:25](=[O:32])[C:26]3[CH:31]=[CH:30][CH:29]=[N:28][CH:27]=3)[CH:18]=[CH:19][CH:20]=2)([CH3:14])[N:13]=1, predict the reactants needed to synthesize it. The reactants are: C(OC(=O)[NH:7][C:8]1[N:9]([CH3:23])[C:10](=[O:22])[CH2:11][C@:12]([C:15]2[CH:20]=[CH:19][CH:18]=[C:17]([NH2:21])[CH:16]=2)([CH3:14])[N:13]=1)(C)(C)C.[C:25](O)(=[O:32])[C:26]1[CH:31]=[CH:30][CH:29]=[N:28][CH:27]=1. (4) Given the product [F:36][CH:19]([F:18])[C:20]1[N:28]=[CH:27][C:26]([CH2:29][NH:30][C:31](=[O:35])[CH:32]([CH3:33])[CH3:34])=[CH:25][C:21]=1[C:22]([NH:15][C:10]1[CH:11]=[CH:12][CH:13]=[C:14]2[C:9]=1[N:8]=[CH:7][N:6]=[C:5]2[NH:4][CH2:3][C:2]([F:1])([F:16])[F:17])=[O:23], predict the reactants needed to synthesize it. The reactants are: [F:1][C:2]([F:17])([F:16])[CH2:3][NH:4][C:5]1[C:14]2[C:9](=[C:10]([NH2:15])[CH:11]=[CH:12][CH:13]=2)[N:8]=[CH:7][N:6]=1.[F:18][CH:19]([F:36])[C:20]1[N:28]=[CH:27][C:26]([CH2:29][NH:30][C:31](=[O:35])[CH:32]([CH3:34])[CH3:33])=[CH:25][C:21]=1[C:22](O)=[O:23].C(Cl)(=O)C(Cl)=O.CCN(C(C)C)C(C)C. (5) Given the product [NH:24]1[C:25]2[C:30](=[CH:29][CH:28]=[CH:27][CH:26]=2)[C:22]([CH:21]2[C:20]3[C:15](=[CH:16][CH:17]=[CH:18][CH:19]=3)[C:14]3[CH:13]=[CH:12][CH:11]=[CH:10][C:9]=3[N:8]2[C:6](=[O:7])[C:5]([OH:31])=[O:4])=[CH:23]1, predict the reactants needed to synthesize it. The reactants are: [Li+].[OH-].C[O:4][C:5](=[O:31])[C:6]([N:8]1[CH:21]([C:22]2[C:30]3[C:25](=[CH:26][CH:27]=[CH:28][CH:29]=3)[NH:24][CH:23]=2)[C:20]2[C:15](=[CH:16][CH:17]=[CH:18][CH:19]=2)[C:14]2[CH:13]=[CH:12][CH:11]=[CH:10][C:9]1=2)=[O:7].Cl.